From a dataset of Reaction yield outcomes from USPTO patents with 853,638 reactions. Predict the reaction yield, written as a fraction of the theoretical maximum amount of product (1.0 means a 100% yield; for example, 0.34 means a 34% yield). The reactants are [O-:1]P(OP(OP(OP([O-])([O-])=O)([O-])=O)([O-])=O)(=O)[O-].[CH2:18]1[C:18]([C:19](N)=O)=C[N:48]([CH:46]2[O:47][CH:43]([CH2:42]OP(OP(O[CH2:42][CH:43]3[O:47][CH:46]([N:48]4C5N=CN=C(N)C=5N=C4)[CH:45](OP([O-])([O-])=O)[CH:44]3O)([O-])=O)([O-])=O)[CH:44](O)[CH:45]2O)C=[CH:19]1.[Na+].[Na+].[Na+].[Na+].[CH2:79](N([CH2:79][CH2:80][CH2:81][CH3:82])[CH2:79][CH2:80][CH2:81][CH3:82])[CH2:80][CH2:81][CH3:82].[C:83]1([N:89]=[C:90]=[O:91])[CH:88]=[CH:87][CH:86]=[CH:85][CH:84]=1. The catalyst is O.CN(C=O)C.C(O)(C)C. The product is [C:43]1([O:47][C:46](=[O:91])[NH2:48])[CH:42]=[CH:82][CH:81]=[CH:45][CH:44]=1.[C:83]1([N:89]([C:79]2[CH:80]=[CH:81][CH:82]=[CH:19][CH:18]=2)[C:90](=[O:1])[O-:91])[CH:88]=[CH:87][CH:86]=[CH:85][CH:84]=1. The yield is 0.270.